This data is from Peptide-MHC class I binding affinity with 185,985 pairs from IEDB/IMGT. The task is: Regression. Given a peptide amino acid sequence and an MHC pseudo amino acid sequence, predict their binding affinity value. This is MHC class I binding data. (1) The peptide sequence is GMNPYHLAA. The MHC is HLA-A02:06 with pseudo-sequence HLA-A02:06. The binding affinity (normalized) is 0.703. (2) The peptide sequence is KRSQDSPLK. The MHC is HLA-A11:01 with pseudo-sequence HLA-A11:01. The binding affinity (normalized) is 0.182. (3) The peptide sequence is LVTMGTGTFGR. The MHC is HLA-A11:01 with pseudo-sequence HLA-A11:01. The binding affinity (normalized) is 0.449. (4) The peptide sequence is MFLAMITYI. The MHC is HLA-A01:01 with pseudo-sequence HLA-A01:01. The binding affinity (normalized) is 0.130.